Dataset: Experimentally validated miRNA-target interactions with 360,000+ pairs, plus equal number of negative samples. Task: Binary Classification. Given a miRNA mature sequence and a target amino acid sequence, predict their likelihood of interaction. (1) The miRNA is hsa-miR-1587 with sequence UUGGGCUGGGCUGGGUUGGG. The protein sequence of the target gene is MDREERKTINQGQEDEMEIYGYNLSRWKLAIVSLGVICSGGFLLLLLYWMPEWRVKATCVRAAIKDCEVVLLRTTDEFKMWFCAKIRVLSLETYPVSSPKSMSNKLSNGHAVCLIENPTEENRHRISKYSQTESQQIRYFTHHSVKYFWNDTIHNFDFLKGLDEGVSCTSIYEKHSAGLTKGMHAYRKLLYGVNEIAVKVPSVFKLLIKEVLNPFYIFQLFSVILWSTDEYYYYALAIVVMSIVSIVSSLYSIRKQYVMLHDMVATHSTVRVSVCRVNEEIEEIFSTDLVPGDVMVIPLN.... Result: 0 (no interaction). (2) The miRNA is hsa-miR-4518 with sequence GCUCAGGGAUGAUAACUGUGCUGAGA. The protein sequence of the target gene is MDASALERDAVQFARLAVQRDHEGRYSEAVFYYKEAAQALIYAEMAGSSLERIQEKINEYLERVQALHSAVQSKSTDPLKSKHQLDLERAHFLVTQAFDEDEKGNVEDAIELYTEAVELCLKTSSETADKTLQNKLKQLARQALDRAEALSEPLTKPFCKLKSANMKTKTPPVRTHFPLGPNPFVEKPQAFISPQSCDAQGQKYTAEEIEVLRTTSKINGVEYVPFMSVDLRERFAYPMPFCDRLGKLPLSPKQKTTFSKWVRPEDLTNNPTMIYTVSSFSIKQTIVSDCSFVASLAISA.... Result: 0 (no interaction). (3) The miRNA is hsa-miR-6726-5p with sequence CGGGAGCUGGGGUCUGCAGGU. The protein sequence of the target gene is MGDKKDDKDSPKKNKGKERRDLDDLKKEVAMTEHKMSVEEVCRKYNTDCVQGLTHSKAQEILARDGPNALTPPPTTPEWVKFCRQLFGGFSILLWIGAILCFLAYGIQAGTEDDPSGDNLYLGIVLAAVVIITGCFSYYQEAKSSKIMESFKNMVPQQALVIREGEKMQVNAEEVVVGDLVEIKGGDRVPADLRIISAHGCKVDNSSLTGESEPQTRSPDCTHDNPLETRNITFFSTNCVEGTARGVVVATGDRTVMGRIATLASGLEVGKTPIAIEIEHFIQLITGVAVFLGVSFFILS.... Result: 0 (no interaction).